From a dataset of Reaction yield outcomes from USPTO patents with 853,638 reactions. Predict the reaction yield, written as a fraction of the theoretical maximum amount of product (1.0 means a 100% yield; for example, 0.34 means a 34% yield). The product is [O:27]1[CH2:32][CH2:31][CH2:30][O:29][CH:28]1[CH2:33][CH2:34][C:2]1[N:7]=[CH:6][C:5]([CH2:8][N:9]2[C:17]([O:18][CH3:19])=[N:16][C:15]3[C:10]2=[N:11][C:12]([O:21][CH2:22][CH2:23][O:24][CH3:25])=[N:13][C:14]=3[NH2:20])=[CH:4][CH:3]=1. The yield is 0.940. The reactants are Br[C:2]1[N:7]=[CH:6][C:5]([CH2:8][N:9]2[C:17]([O:18][CH3:19])=[N:16][C:15]3[C:10]2=[N:11][C:12]([O:21][CH2:22][CH2:23][O:24][CH3:25])=[N:13][C:14]=3[NH2:20])=[CH:4][CH:3]=1.[Br-].[O:27]1[CH2:32][CH2:31][CH2:30][O:29][CH:28]1[CH2:33][CH2:34][Zn+].Cl. The catalyst is C1COCC1.C1C=CC([P]([Pd]([P](C2C=CC=CC=2)(C2C=CC=CC=2)C2C=CC=CC=2)([P](C2C=CC=CC=2)(C2C=CC=CC=2)C2C=CC=CC=2)[P](C2C=CC=CC=2)(C2C=CC=CC=2)C2C=CC=CC=2)(C2C=CC=CC=2)C2C=CC=CC=2)=CC=1.